This data is from Forward reaction prediction with 1.9M reactions from USPTO patents (1976-2016). The task is: Predict the product of the given reaction. (1) Given the reactants [N-:1]=[N+:2]=[N-:3].[Na+].[Cl-].[NH4+].CN(C)C=O.[CH3:12][C:13]1[N:17]([CH2:18][C:19]2[C:28]3[C:23](=[CH:24][CH:25]=[CH:26][CH:27]=3)[CH:22]=[CH:21][CH:20]=2)[C:16]2[CH:29]=[C:30]([N:35]3[CH2:40][CH2:39][O:38][CH2:37][CH2:36]3)[CH:31]=[C:32]([C:33]#[N:34])[C:15]=2[N:14]=1, predict the reaction product. The product is: [CH3:12][C:13]1[N:17]([CH2:18][C:19]2[C:28]3[C:23](=[CH:24][CH:25]=[CH:26][CH:27]=3)[CH:22]=[CH:21][CH:20]=2)[C:16]2[CH:29]=[C:30]([N:35]3[CH2:40][CH2:39][O:38][CH2:37][CH2:36]3)[CH:31]=[C:32]([C:33]3[NH:34][N:3]=[N:2][N:1]=3)[C:15]=2[N:14]=1. (2) Given the reactants [CH3:1][C:2]1[CH:3]=[CH:4][C:5]([NH:11][C:12]2[N:16]([C:17]3[CH:22]=[CH:21][CH:20]=[CH:19][C:18]=3[CH3:23])[N:15]=[C:14]([C:24]3[CH:29]=[CH:28][C:27]([CH3:30])=[CH:26][CH:25]=3)[CH:13]=2)=[C:6]([CH:10]=1)[C:7]([OH:9])=[O:8].C1C(=O)N([I:38])C(=O)C1.O, predict the reaction product. The product is: [I:38][C:13]1[C:14]([C:24]2[CH:25]=[CH:26][C:27]([CH3:30])=[CH:28][CH:29]=2)=[N:15][N:16]([C:17]2[CH:22]=[CH:21][CH:20]=[CH:19][C:18]=2[CH3:23])[C:12]=1[NH:11][C:5]1[CH:4]=[CH:3][C:2]([CH3:1])=[CH:10][C:6]=1[C:7]([OH:9])=[O:8]. (3) Given the reactants [OH-].[Na+].[F:3][C:4]1[C:12]([O:13][CH3:14])=[C:11]([F:15])[CH:10]=[C:9]2[C:5]=1[C:6]([CH2:17][C:18]([O:20]CC)=[O:19])=[C:7]([CH3:16])[NH:8]2, predict the reaction product. The product is: [F:3][C:4]1[C:12]([O:13][CH3:14])=[C:11]([F:15])[CH:10]=[C:9]2[C:5]=1[C:6]([CH2:17][C:18]([OH:20])=[O:19])=[C:7]([CH3:16])[NH:8]2. (4) Given the reactants [NH:1]1[C:5]2=[N:6][CH:7]=[CH:8][CH:9]=[C:4]2[C:3]([CH2:10][N:11]2[C:15]3=[N:16][C:17](Br)=[CH:18][N:19]=[C:14]3[N:13]=[N:12]2)=[CH:2]1.[CH3:21][N:22]1[CH:26]=[C:25](B2OC(C)(C)C(C)(C)O2)[CH:24]=[N:23]1.C([O-])([O-])=O.[Cs+].[Cs+], predict the reaction product. The product is: [NH:1]1[C:5]2=[N:6][CH:7]=[CH:8][CH:9]=[C:4]2[C:3]([CH2:10][N:11]2[C:15]3=[N:16][C:17]([C:25]4[CH:24]=[N:23][N:22]([CH3:21])[CH:26]=4)=[CH:18][N:19]=[C:14]3[N:13]=[N:12]2)=[CH:2]1. (5) Given the reactants Br[C:2]1[CH:11]=[CH:10][C:9]2[C:4](=[CH:5][CH:6]=[C:7]([F:12])[CH:8]=2)[C:3]=1[CH:13]=[O:14].[CH3:15][Sn](C)(C)C, predict the reaction product. The product is: [CH3:15][C:2]1[CH:11]=[CH:10][C:9]2[C:4](=[CH:5][CH:6]=[C:7]([F:12])[CH:8]=2)[C:3]=1[CH:13]=[O:14]. (6) Given the reactants [CH3:1][N:2]([CH3:14])[C:3]([C:5]1[C:9]([N+:10]([O-])=O)=[CH:8][N:7]([CH3:13])[N:6]=1)=[O:4], predict the reaction product. The product is: [CH3:1][N:2]([CH3:14])[C:3]([C:5]1[C:9]([NH2:10])=[CH:8][N:7]([CH3:13])[N:6]=1)=[O:4]. (7) The product is: [CH:5]#[C:6][CH2:7][C:8]#[C:9][CH2:10][CH2:11][CH2:12][CH2:13][CH2:14][CH2:15][CH3:16]. Given the reactants CC[Mg+].[Br-].[CH:5]#[C:6][CH2:7][CH2:8][CH2:9][CH2:10][CH2:11][CH2:12][CH3:13].[CH2:14](Br)[C:15]#[CH:16], predict the reaction product. (8) Given the reactants [I:1][C:2]1[C:10]2[C:5](=[N:6][CH:7]=[N:8][C:9]=2[NH2:11])[NH:4][N:3]=1.Br[CH:13]([C:15]1[O:16][C:17](=[O:31])[C:18]2[C:23]([C:24]=1[C:25]1[CH:30]=[CH:29][CH:28]=[CH:27][CH:26]=1)=[CH:22][CH:21]=[CH:20][CH:19]=2)[CH3:14].C([O-])([O-])=O.[K+].[K+].O, predict the reaction product. The product is: [NH2:11][C:9]1[N:8]=[CH:7][N:6]=[C:5]2[N:4]([CH:13]([C:15]3[O:16][C:17](=[O:31])[C:18]4[C:23]([C:24]=3[C:25]3[CH:30]=[CH:29][CH:28]=[CH:27][CH:26]=3)=[CH:22][CH:21]=[CH:20][CH:19]=4)[CH3:14])[N:3]=[C:2]([I:1])[C:10]=12.[NH2:11][C:9]1[C:10]2[C:5](=[N:4][N:3]([CH:13]([C:15]3[O:16][C:17](=[O:31])[C:18]4[C:23]([C:24]=3[C:25]3[CH:30]=[CH:29][CH:28]=[CH:27][CH:26]=3)=[CH:22][CH:21]=[CH:20][CH:19]=4)[CH3:14])[C:2]=2[I:1])[N:6]=[CH:7][N:8]=1.